From a dataset of Peptide-MHC class II binding affinity with 134,281 pairs from IEDB. Regression. Given a peptide amino acid sequence and an MHC pseudo amino acid sequence, predict their binding affinity value. This is MHC class II binding data. The peptide sequence is IVKFPGGGQIVGGVY. The MHC is HLA-DQA10501-DQB10301 with pseudo-sequence HLA-DQA10501-DQB10301. The binding affinity (normalized) is 0.792.